Dataset: Catalyst prediction with 721,799 reactions and 888 catalyst types from USPTO. Task: Predict which catalyst facilitates the given reaction. (1) Reactant: [CH2:1]([O:3][C:4]1[C:14]([O:15][CH2:16][CH3:17])=[CH:13][C:7]([C:8]([O:10][CH2:11][CH3:12])=[O:9])=[C:6]([N+:18]([O-])=O)[CH:5]=1)[CH3:2].[H][H]. Product: [NH2:18][C:6]1[CH:5]=[C:4]([O:3][CH2:1][CH3:2])[C:14]([O:15][CH2:16][CH3:17])=[CH:13][C:7]=1[C:8]([O:10][CH2:11][CH3:12])=[O:9]. The catalyst class is: 99. (2) Reactant: C([O:8][C:9]1[CH:14]=[CH:13][C:12]([N:15]([CH3:64])[C:16]([C:18]2[CH:19]=[C:20]([C:27]3[CH:28]=[C:29]4[C:33](=[CH:34][C:35]=3[C:36]([N:38]3[C@H:47]([CH2:48][N:49]5[CH2:54][CH2:53][O:52][CH2:51][CH2:50]5)[CH2:46][C:45]5[C:40](=[CH:41][CH:42]=[CH:43][CH:44]=5)[CH2:39]3)=[O:37])[CH2:32][N:31]([C:55](=[O:63])[CH2:56][C:57]3[CH:58]=[N:59][CH:60]=[CH:61][CH:62]=3)[CH2:30]4)[N:21]3[C:26]=2[CH2:25][CH2:24][CH2:23][CH2:22]3)=[O:17])=[CH:11][CH:10]=1)C1C=CC=CC=1.B(Cl)(Cl)Cl. Product: [OH:8][C:9]1[CH:10]=[CH:11][C:12]([N:15]([CH3:64])[C:16]([C:18]2[CH:19]=[C:20]([C:27]3[CH:28]=[C:29]4[C:33](=[CH:34][C:35]=3[C:36]([N:38]3[C@H:47]([CH2:48][N:49]5[CH2:50][CH2:51][O:52][CH2:53][CH2:54]5)[CH2:46][C:45]5[C:40](=[CH:41][CH:42]=[CH:43][CH:44]=5)[CH2:39]3)=[O:37])[CH2:32][N:31]([C:55](=[O:63])[CH2:56][C:57]3[CH:58]=[N:59][CH:60]=[CH:61][CH:62]=3)[CH2:30]4)[N:21]3[C:26]=2[CH2:25][CH2:24][CH2:23][CH2:22]3)=[O:17])=[CH:13][CH:14]=1. The catalyst class is: 4. (3) Reactant: [C:1]([C:9]1[CH:31]=[CH:30][C:12]([O:13][CH2:14][C:15]#[C:16][C:17]2[CH:22]=[CH:21][C:20]([CH2:23][C@H:24]([O:28][CH3:29])[C:25]([OH:27])=[O:26])=[CH:19][CH:18]=2)=[CH:11][CH:10]=1)(=O)[C:2]1[CH:7]=[CH:6][CH:5]=[CH:4][CH:3]=1.[NH2:32][OH:33]. Product: [OH:33][N:32]=[C:1]([C:2]1[CH:7]=[CH:6][CH:5]=[CH:4][CH:3]=1)[C:9]1[CH:31]=[CH:30][C:12]([O:13][CH2:14][C:15]#[C:16][C:17]2[CH:22]=[CH:21][C:20]([CH2:23][C@H:24]([O:28][CH3:29])[C:25]([OH:27])=[O:26])=[CH:19][CH:18]=2)=[CH:11][CH:10]=1. The catalyst class is: 8. (4) Reactant: [F:1][C:2]1[CH:15]=[CH:14][C:5]([C:6]([CH2:8][CH2:9][CH2:10][C:11]([OH:13])=[O:12])=[O:7])=[CH:4][CH:3]=1.[CH2:16](O)[CH2:17][OH:18].S(=O)(=O)(O)O.C([O-])(O)=O.[Na+]. Product: [F:1][C:2]1[CH:3]=[CH:4][C:5]([C:6]2([CH2:8][CH2:9][CH2:10][C:11]([OH:13])=[O:12])[O:18][CH2:17][CH2:16][O:7]2)=[CH:14][CH:15]=1. The catalyst class is: 4. (5) Reactant: [Br:1][C:2]1[N:3]=[C:4]([NH:9][CH2:10][C:11]2[CH:16]=[CH:15][CH:14]=[C:13]([N+:17]([O-:19])=[O:18])[CH:12]=2)[C:5]([NH2:8])=[N:6][CH:7]=1.N1([C:25](N2C=CN=C2)=[O:26])C=CN=C1. Product: [Br:1][C:2]1[N:3]=[C:4]2[N:9]([CH2:10][C:11]3[CH:16]=[CH:15][CH:14]=[C:13]([N+:17]([O-:19])=[O:18])[CH:12]=3)[C:25](=[O:26])[NH:8][C:5]2=[N:6][CH:7]=1. The catalyst class is: 7. (6) Reactant: [CH2:1]([OH:6])[CH:2]([OH:5])[CH2:3][OH:4].[CH2:7]([OH:12])[CH:8]([OH:11])[CH2:9][OH:10].[CH2:13]([OH:18])[CH:14]([OH:17])[CH2:15][OH:16].[CH2:19]([OH:24])[CH:20]([OH:23])[CH2:21][OH:22].[C:25]([OH:32])(=[O:31])[CH2:26][CH2:27][CH2:28][CH2:29][CH3:30].ON1[C:38](=O)[CH2:37][CH2:36][C:35]1=O.CC(N=C=NC(C)C)C. Product: [CH2:27]([CH:26]([CH2:35][CH2:36][CH2:37][CH3:38])[C:25]([OH:32])=[O:31])[CH2:28][CH2:29][CH2:30][CH2:1][CH3:2].[OH:12][CH2:7][CH:8]([CH2:9][OH:10])[OH:11].[OH:18][CH2:13][CH:14]([CH2:15][OH:16])[OH:17].[OH:24][CH2:19][CH:20]([CH2:21][OH:22])[OH:23].[OH:6][CH2:1][CH:2]([CH2:3][OH:4])[OH:5]. The catalyst class is: 1. (7) Reactant: I[C:2]1[CH:3]=[C:4]([C:14]([O:16][CH2:17][C:18]2[CH:23]=[CH:22][CH:21]=[CH:20][CH:19]=2)=[O:15])[N:5]([C:7]([O:9][C:10]([CH3:13])([CH3:12])[CH3:11])=[O:8])[CH:6]=1.C(O[B:28]1[O:32][C:31]([CH3:34])([CH3:33])[C:30]([CH3:36])([CH3:35])[O:29]1)(C)C.C([Li])CCC.CCCCCC. Product: [CH3:35][C:30]1([CH3:36])[C:31]([CH3:34])([CH3:33])[O:32][B:28]([C:2]2[CH:3]=[C:4]([C:14]([O:16][CH2:17][C:18]3[CH:23]=[CH:22][CH:21]=[CH:20][CH:19]=3)=[O:15])[N:5]([C:7]([O:9][C:10]([CH3:13])([CH3:12])[CH3:11])=[O:8])[CH:6]=2)[O:29]1. The catalyst class is: 1. (8) Reactant: C([O:4][CH2:5][C:6]([CH3:41])([CH3:40])[CH2:7][N:8]1[C:14]2[CH:15]=[CH:16][C:17]([Cl:19])=[CH:18][C:13]=2[C@@H:12]([C:20]2[CH:25]=[CH:24][CH:23]=[C:22]([O:26][CH3:27])[C:21]=2[O:28][CH3:29])[O:11][C@H:10]([CH2:30][C:31](=[O:38])[CH2:32][C:33]([O:35]CC)=[O:34])[C:9]1=[O:39])(=O)C.[CH2:42]1CCN2C(=NCCC2)C[CH2:43]1.ClCC=O.O. The catalyst class is: 11. Product: [Cl:19][C:17]1[CH:16]=[CH:15][C:14]2[N:8]([CH2:7][C:6]([CH3:41])([CH3:40])[CH2:5][OH:4])[C:9](=[O:39])[C@@H:10]([CH2:30][C:31]3[O:38][CH:42]=[CH:43][C:32]=3[C:33]([OH:35])=[O:34])[O:11][C@H:12]([C:20]3[CH:25]=[CH:24][CH:23]=[C:22]([O:26][CH3:27])[C:21]=3[O:28][CH3:29])[C:13]=2[CH:18]=1. (9) Reactant: C(OC([CH:8]([NH2:23])[CH2:9][O:10][C:11]1[CH:19]=[C:18]([N+:20]([O-:22])=[O:21])[CH:17]=[CH:16][C:12]=1[C:13](O)=[O:14])=O)(C)(C)C.C(O)(C(F)(F)F)=O.CN1CCOCC1.O.ON1C2C=CC=CC=2N=N1.F[P-](F)(F)(F)(F)F.CN([PH+](N(C)C)N(C)C)C. Product: [N+:20]([C:18]1[CH:17]=[CH:16][C:12]2[C:13](=[O:14])[NH:23][CH2:8][CH2:9][O:10][C:11]=2[CH:19]=1)([O-:22])=[O:21]. The catalyst class is: 59. (10) Reactant: [NH2:1][C@@H:2]([C:6]1[N:15]([CH2:16][C:17]2[CH:22]=[CH:21][CH:20]=[CH:19][CH:18]=2)[C:14](=[O:23])[C:13]2[C:8](=[CH:9][C:10]([Cl:24])=[CH:11][CH:12]=2)[N:7]=1)[CH:3]([CH3:5])[CH3:4].C([O-])([O-])=O.[K+].[K+].Br[CH2:32][C:33](=[O:46])[CH2:34][N:35]1[C:39](=[O:40])[C:38]2=[CH:41][CH:42]=[CH:43][CH:44]=[C:37]2[C:36]1=[O:45]. Product: [C:36]1(=[O:45])[N:35]([CH2:34][C:33](=[O:46])[CH2:32][NH:1][C@@H:2]([C:6]2[N:15]([CH2:16][C:17]3[CH:18]=[CH:19][CH:20]=[CH:21][CH:22]=3)[C:14](=[O:23])[C:13]3[C:8](=[CH:9][C:10]([Cl:24])=[CH:11][CH:12]=3)[N:7]=2)[CH:3]([CH3:5])[CH3:4])[C:39](=[O:40])[C:38]2=[CH:41][CH:42]=[CH:43][CH:44]=[C:37]12. The catalyst class is: 3.